The task is: Predict the product of the given reaction.. This data is from Forward reaction prediction with 1.9M reactions from USPTO patents (1976-2016). (1) The product is: [F:23][C:20]1[CH:21]=[CH:22][C:17]([C:15]([C:11]2([OH:14])[CH2:12][CH2:13][NH:8][CH2:9][CH2:10]2)=[O:16])=[CH:18][CH:19]=1. Given the reactants C([N:8]1[CH2:13][CH2:12][C:11]([C:15]([C:17]2[CH:22]=[CH:21][C:20]([F:23])=[CH:19][CH:18]=2)=[O:16])([OH:14])[CH2:10][CH2:9]1)C1C=CC=CC=1.CO, predict the reaction product. (2) Given the reactants [C:1]([O:5][C:6]([N:8]1[CH2:12][CH2:11][C:10]([NH2:16])([C:13]([OH:15])=[O:14])[CH2:9]1)=[O:7])([CH3:4])([CH3:3])[CH3:2].[CH3:17][Si](C=[N+]=[N-])(C)C, predict the reaction product. The product is: [CH3:17][O:14][C:13]([C:10]1([NH2:16])[CH2:11][CH2:12][N:8]([C:6]([O:5][C:1]([CH3:4])([CH3:2])[CH3:3])=[O:7])[CH2:9]1)=[O:15]. (3) Given the reactants Cl.[OH:2][C:3]1[CH:4]=[CH:5][C:6]2[C:10]([C:11]([C:13]3[CH:18]=[CH:17][C:16]([O:19][CH2:20][CH2:21][N:22]4[CH2:27][CH2:26][CH2:25][CH2:24][CH2:23]4)=[CH:15][CH:14]=3)=[O:12])=[C:9]([C:28]3[CH:33]=[CH:32][C:31]([OH:34])=[CH:30][CH:29]=3)[S:8][C:7]=2[CH:35]=1.C(O)(C)C.[OH-].[Na+], predict the reaction product. The product is: [OH:2][C:3]1[CH:4]=[CH:5][C:6]2[C:10]([C:11]([C:13]3[CH:14]=[CH:15][C:16]([O:19][CH2:20][CH2:21][N:22]4[CH2:27][CH2:26][CH2:25][CH2:24][CH2:23]4)=[CH:17][CH:18]=3)=[O:12])=[C:9]([C:28]3[CH:29]=[CH:30][C:31]([OH:34])=[CH:32][CH:33]=3)[S:8][C:7]=2[CH:35]=1. (4) The product is: [Br:1][C:2]1[CH:10]=[C:9]2[C:5]([CH:6]=[N:7][N:8]2[C@@H:25]([C:19]2[CH:20]=[CH:21][C:22]([Cl:24])=[CH:23][C:18]=2[Cl:17])[CH3:26])=[CH:4][CH:3]=1. Given the reactants [Br:1][C:2]1[CH:10]=[C:9]2[C:5]([CH:6]=[N:7][NH:8]2)=[CH:4][CH:3]=1.C([O-])([O-])=O.[Cs+].[Cs+].[Cl:17][C:18]1[CH:23]=[C:22]([Cl:24])[CH:21]=[CH:20][C:19]=1[C@@H:25](Cl)[CH3:26], predict the reaction product. (5) The product is: [CH:23]12[CH2:26][CH:22]1[CH2:21][CH:20]([C:19]1[C:13]3[CH2:12][N:11]([C:9]([NH:8][C:4]4[CH:5]=[CH:6][CH:7]=[C:2]([Cl:1])[CH:3]=4)=[O:10])[CH2:16][CH2:15][C:14]=3[NH:17][N:18]=1)[CH2:24]2. Given the reactants [Cl:1][C:2]1[CH:3]=[C:4]([NH:8][C:9]([N:11]2[CH2:16][CH2:15][C:14]3[NH:17][N:18]=[C:19]([CH:20]4[CH2:24][CH:23]=[CH:22][CH2:21]4)[C:13]=3[CH2:12]2)=[O:10])[CH:5]=[CH:6][CH:7]=1.[Zn](CC)[CH2:26]C.ClCI, predict the reaction product.